Task: Predict the reaction yield, written as a fraction of the theoretical maximum amount of product (1.0 means a 100% yield; for example, 0.34 means a 34% yield).. Dataset: Reaction yield outcomes from USPTO patents with 853,638 reactions (1) The reactants are [Si:1]([O:8][CH2:9][CH2:10][C:11](=[CH2:22])[CH2:12][O:13]C(=O)C1C=CC=CC=1)([C:4]([CH3:7])([CH3:6])[CH3:5])([CH3:3])[CH3:2].[Si](OCC(=C)CCOC(=O)C1C=CC=CC=1)(C(C)(C)C)(C)C.[OH-].[Na+]. The catalyst is CO.C(OCC)(=O)C.C([O-])(O)=O.[Na+]. The product is [Si:1]([O:8][CH2:9][CH2:10][C:11](=[CH2:22])[CH2:12][OH:13])([C:4]([CH3:7])([CH3:6])[CH3:5])([CH3:2])[CH3:3]. The yield is 0.580. (2) The product is [CH:26]([Si:22]([CH:19]([CH3:20])[CH3:21])([CH:23]([CH3:25])[CH3:24])[O:3][C:1]([C:4]1[CH:10]=[CH:6][CH:7]=[CH:8][N:9]=1)=[CH2:2])([CH3:27])[CH3:28]. The reactants are [C:1]([C:4]1[N:9]=[CH:8][CH:7]=[CH:6]N=1)(=[O:3])[CH3:2].[CH:10](N(CC)C(C)C)(C)C.[CH:19]([Si:22](OS(C(F)(F)F)(=O)=O)([CH:26]([CH3:28])[CH3:27])[CH:23]([CH3:25])[CH3:24])([CH3:21])[CH3:20]. The catalyst is C(Cl)Cl. The yield is 1.00. (3) The reactants are [Cl:1][S:2]([OH:5])(=O)=[O:3].[F:6][C:7]([F:19])([F:18])[C:8]([NH:10][C:11]1[CH:16]=[CH:15][CH:14]=[CH:13][C:12]=1[CH3:17])=[O:9]. No catalyst specified. The product is [CH3:17][C:12]1[CH:13]=[C:14]([S:2]([Cl:1])(=[O:5])=[O:3])[CH:15]=[CH:16][C:11]=1[NH:10][C:8](=[O:9])[C:7]([F:6])([F:18])[F:19]. The yield is 0.690. (4) The reactants are [NH2:1][CH2:2][C:3]1[C:8]([CH2:9][CH3:10])=[N:7][C:6]2[N:11]([CH2:14][CH3:15])[N:12]=[CH:13][C:5]=2[C:4]=1[NH:16][CH:17]1[CH2:22][CH2:21][O:20][CH2:19][CH2:18]1.CC(OC([N:30]1[CH2:35][CH2:34][N:33]([CH2:36][C:37]2[CH:38]=[C:39]([C:43]3[C:48]([F:49])=[CH:47][CH:46]=[C:45]([CH2:50][NH:51][S:52]([C:55]4[CH:56]=[C:57]([CH:61]=[CH:62][CH:63]=4)[C:58](O)=[O:59])(=[O:54])=[O:53])[CH:44]=3)[CH:40]=[CH:41][CH:42]=2)[CH2:32][CH2:31]1)=O)(C)C.CN(C(ON1N=NC2C=CC=CC1=2)=[N+](C)C)C.F[P-](F)(F)(F)(F)F.CCN(CC)CC. The catalyst is C(Cl)Cl. The product is [CH2:14]([N:11]1[C:6]2=[N:7][C:8]([CH2:9][CH3:10])=[C:3]([CH2:2][NH:1][C:58](=[O:59])[C:57]3[CH:61]=[CH:62][CH:63]=[C:55]([S:52]([NH:51][CH2:50][C:45]4[CH:44]=[C:43]([C:39]5[CH:40]=[CH:41][CH:42]=[C:37]([CH2:36][N:33]6[CH2:34][CH2:35][NH:30][CH2:31][CH2:32]6)[CH:38]=5)[C:48]([F:49])=[CH:47][CH:46]=4)(=[O:54])=[O:53])[CH:56]=3)[C:4]([NH:16][CH:17]3[CH2:18][CH2:19][O:20][CH2:21][CH2:22]3)=[C:5]2[CH:13]=[N:12]1)[CH3:15]. The yield is 0.330. (5) The reactants are [CH2:1]([O:3][C:4](=[O:14])[C:5]1[CH:13]=[CH:12][CH:11]=[C:7]([C:8]([OH:10])=O)[CH:6]=1)[CH3:2].Cl.[NH2:16][CH2:17][C:18]([C:20]1[CH:25]=[CH:24][C:23]([CH:26]([CH3:28])[CH3:27])=[CH:22][CH:21]=1)=[O:19].N1C=CC=CC=1. The catalyst is S(Cl)(Cl)=O.C1COCC1. The product is [CH2:1]([O:3][C:4](=[O:14])[C:5]1[CH:13]=[CH:12][CH:11]=[C:7]([C:8]([NH:16][CH2:17][C:18]([C:20]2[CH:25]=[CH:24][C:23]([CH:26]([CH3:28])[CH3:27])=[CH:22][CH:21]=2)=[O:19])=[O:10])[CH:6]=1)[CH3:2]. The yield is 0.710. (6) The catalyst is C(Cl)Cl.C(=O)(O)[O-].[Na+]. The reactants are [CH3:1][C@H:2]1[NH:4][C@@H:3]1[C:5]([O:7][CH3:8])=[O:6].CCN(CC)CC.[O:16](C(OC(C)(C)C)=O)[C:17]([O:19][C:20]([CH3:23])([CH3:22])[CH3:21])=O. The product is [CH3:1][C@H:2]1[N:4]([C:17]([O:19][C:20]([CH3:23])([CH3:22])[CH3:21])=[O:16])[C@@H:3]1[C:5]([O:7][CH3:8])=[O:6]. The yield is 0.250. (7) The reactants are C(OC(=O)[C:5]([C:7]1[CH:17]=[N:16][C:10]2[NH:11][CH2:12][CH2:13][CH2:14][O:15][C:9]=2[CH:8]=1)=[CH2:6])C.[OH-:19].[Na+].[OH2:21].[CH3:22]O. No catalyst specified. The product is [N:16]1[C:10]2[NH:11][CH2:12][CH2:13][CH2:14][O:15][C:9]=2[CH:8]=[C:7]([CH:5]=[CH:6][C:22]([OH:21])=[O:19])[CH:17]=1. The yield is 0.0800.